From a dataset of Forward reaction prediction with 1.9M reactions from USPTO patents (1976-2016). Predict the product of the given reaction. (1) Given the reactants [OH:1][C:2]1[CH:7]=[CH:6][NH:5][C:4](=[O:8])[CH:3]=1.CS(O[CH:14]1[CH2:19][CH2:18][N:17]([C:20]([O:22][C:23]([CH3:26])([CH3:25])[CH3:24])=[O:21])[CH2:16][CH2:15]1)(=O)=O.C(=O)([O-])[O-].[K+].[K+], predict the reaction product. The product is: [O:8]=[C:4]1[CH:3]=[C:2]([O:1][CH:14]2[CH2:19][CH2:18][N:17]([C:20]([O:22][C:23]([CH3:26])([CH3:25])[CH3:24])=[O:21])[CH2:16][CH2:15]2)[CH:7]=[CH:6][NH:5]1. (2) Given the reactants [NH2:1][C:2]1[CH:3]=[C:4]([C:8]2[C:16]([C:17]3[CH:22]=[CH:21][N:20]=[C:19]([NH:23][C:24]4[CH:29]=[CH:28][CH:27]=[C:26]([C:30]5[O:34][CH:33]=[N:32][CH:31]=5)[CH:25]=4)[N:18]=3)=[C:11]3[CH:12]=[CH:13][CH:14]=[CH:15][N:10]3[N:9]=2)[CH:5]=[CH:6][CH:7]=1.[S:35]1[CH:39]=[CH:38][CH:37]=[C:36]1[CH2:40][C:41](Cl)=[O:42].C(O)C(N)(CO)CO, predict the reaction product. The product is: [O:34]1[C:30]([C:26]2[CH:25]=[C:24]([NH:23][C:19]3[N:18]=[C:17]([C:16]4[C:8]([C:4]5[CH:3]=[C:2]([NH:1][C:41](=[O:42])[CH2:40][C:36]6[S:35][CH:39]=[CH:38][CH:37]=6)[CH:7]=[CH:6][CH:5]=5)=[N:9][N:10]5[CH:15]=[CH:14][CH:13]=[CH:12][C:11]=45)[CH:22]=[CH:21][N:20]=3)[CH:29]=[CH:28][CH:27]=2)=[CH:31][N:32]=[CH:33]1. (3) Given the reactants [CH2:1]([N:3]1[C:15]2[C:14](=[O:16])[NH:13][CH2:12][CH2:11][C:10]=2[C:9]2[C:4]1=[CH:5][CH:6]=[CH:7][CH:8]=2)[CH3:2].I[C:18]1[CH:19]=[N:20][CH:21]=[CH:22][C:23]=1[CH3:24].P([O-])([O-])([O-])=O.[K+].[K+].[K+], predict the reaction product. The product is: [CH2:1]([N:3]1[C:15]2[C:14](=[O:16])[N:13]([C:18]3[CH:19]=[N:20][CH:21]=[CH:22][C:23]=3[CH3:24])[CH2:12][CH2:11][C:10]=2[C:9]2[C:4]1=[CH:5][CH:6]=[CH:7][CH:8]=2)[CH3:2]. (4) Given the reactants [C:1]([N:4]([C:33]1[CH:38]=[CH:37][C:36]([Cl:39])=[CH:35][CH:34]=1)[C@H:5]1[C:14]2[C:9](=[CH:10][CH:11]=[CH:12][CH:13]=2)[N:8]([C:15]([C:17]2[CH:22]=[CH:21][C:20]([CH2:23][CH2:24][CH2:25][CH2:26][C:27](OCC)=[O:28])=[CH:19][CH:18]=2)=[O:16])[C@@H:7]([CH3:32])[CH2:6]1)(=[O:3])[CH3:2].C(=O)([O-])[O-].[K+].[K+].C[N:47](C(ON1N=NC2C=CC=NC1=2)=[N+](C)C)C.F[P-](F)(F)(F)(F)F.CCN(C(C)C)C(C)C.C1C=CC2N(O)N=NC=2C=1.[Cl-].[NH4+], predict the reaction product. The product is: [C:1]([N:4]([C:33]1[CH:34]=[CH:35][C:36]([Cl:39])=[CH:37][CH:38]=1)[C@H:5]1[C:14]2[C:9](=[CH:10][CH:11]=[CH:12][CH:13]=2)[N:8]([C:15]([C:17]2[CH:22]=[CH:21][C:20]([CH2:23][CH2:24][CH2:25][CH2:26][C:27]([NH2:47])=[O:28])=[CH:19][CH:18]=2)=[O:16])[C@@H:7]([CH3:32])[CH2:6]1)(=[O:3])[CH3:2]. (5) Given the reactants Cl[CH2:2][SiH:3]([CH3:5])[CH3:4].[Mg].[CH3:7][SiH:8](Cl)Cl.O, predict the reaction product. The product is: [CH3:4][SiH:3]([CH2:2][SiH:8]([CH3:7])[CH2:2][SiH:3]([CH3:5])[CH3:4])[CH3:5]. (6) Given the reactants [Cl:1][C:2]1[N:7]=[N:6][C:5]([O:8][CH2:9][C:10]([O:12]CC)=O)=[CH:4][CH:3]=1.[CH:15]1([C:18]([N:20]2[CH2:25][CH2:24][CH:23]([NH:26][CH3:27])[CH2:22][CH2:21]2)=[O:19])[CH2:17][CH2:16]1, predict the reaction product. The product is: [Cl:1][C:2]1[N:7]=[N:6][C:5]([O:8][CH2:9][C:10]([N:26]([CH:23]2[CH2:24][CH2:25][N:20]([C:18]([CH:15]3[CH2:17][CH2:16]3)=[O:19])[CH2:21][CH2:22]2)[CH3:27])=[O:12])=[CH:4][CH:3]=1. (7) Given the reactants [OH-].[Li+].[Cl:3][C:4]1[C:5]([C:15]#[N:16])=[C:6]([CH:12]=[CH:13][CH:14]=1)[C:7]([O:9]CC)=[O:8], predict the reaction product. The product is: [Cl:3][C:4]1[C:5]([C:15]#[N:16])=[C:6]([CH:12]=[CH:13][CH:14]=1)[C:7]([OH:9])=[O:8]. (8) Given the reactants [F:1][C:2]1[CH:3]=[C:4]([CH:16]=[C:17]([F:19])[CH:18]=1)[CH2:5][C:6]1[O:10][N:9]=[C:8]([C:11]([O:13]CC)=[O:12])[CH:7]=1.C(O)C.[OH-].[Na+], predict the reaction product. The product is: [F:1][C:2]1[CH:3]=[C:4]([CH:16]=[C:17]([F:19])[CH:18]=1)[CH2:5][C:6]1[O:10][N:9]=[C:8]([C:11]([OH:13])=[O:12])[CH:7]=1. (9) Given the reactants [F:1][C:2]1[CH:33]=[C:32]([F:34])[CH:31]=[CH:30][C:3]=1[O:4][C:5]1[N:10]=[C:9]2[N:11](COCC[Si](C)(C)C)[N:12]=[C:13]([CH:14]=[CH:15][C:16]3[CH:21]=[CH:20][CH:19]=[CH:18][CH:17]=3)[C:8]2=[CH:7][N:6]=1.Cl, predict the reaction product. The product is: [F:1][C:2]1[CH:33]=[C:32]([F:34])[CH:31]=[CH:30][C:3]=1[O:4][C:5]1[N:10]=[C:9]2[NH:11][N:12]=[C:13]([CH:14]=[CH:15][C:16]3[CH:21]=[CH:20][CH:19]=[CH:18][CH:17]=3)[C:8]2=[CH:7][N:6]=1.